This data is from Full USPTO retrosynthesis dataset with 1.9M reactions from patents (1976-2016). The task is: Predict the reactants needed to synthesize the given product. (1) The reactants are: [NH2:1][C@H:2]([C:10]([NH:12][CH2:13][CH:14]=[O:15])=[O:11])[CH2:3][C:4]1[CH:9]=[CH:8][CH:7]=[CH:6][CH:5]=1.[NH:16](C(OCC1C2C(=CC=CC=2)C2C1=CC=CC=2)=O)[C@H:17]([C:19](O)=[O:20])[CH3:18].O.CN(C(ON1N=NC2C=CC=CC1=2)=[N+](C)C)C.F[P-](F)(F)(F)(F)F.C1C=CC2N(O)N=NC=2C=1.C(N(C(C)C)CC)(C)C. Given the product [NH2:1][C@H:2]([C:10]([NH:12][CH2:13][C:14]([NH:16][C@H:17]([CH:19]=[O:20])[CH3:18])=[O:15])=[O:11])[CH2:3][C:4]1[CH:9]=[CH:8][CH:7]=[CH:6][CH:5]=1, predict the reactants needed to synthesize it. (2) Given the product [CH3:26][O:25][C:22]1[CH:23]=[CH:24][C:19]([NH:18][C:16](=[O:17])[C:15]2[CH:31]=[CH:32][C:33]([CH3:34])=[C:13]([NH:12][C:2]3[N:7]=[CH:6][N:5]=[C:4]4[N:8]([CH3:11])[N:9]=[CH:10][C:3]=34)[CH:14]=2)=[CH:20][C:21]=1[C:27]([F:28])([F:30])[F:29], predict the reactants needed to synthesize it. The reactants are: Cl[C:2]1[N:7]=[CH:6][N:5]=[C:4]2[N:8]([CH3:11])[N:9]=[CH:10][C:3]=12.[NH2:12][C:13]1[CH:14]=[C:15]([CH:31]=[CH:32][C:33]=1[CH3:34])[C:16]([NH:18][C:19]1[CH:24]=[CH:23][C:22]([O:25][CH3:26])=[C:21]([C:27]([F:30])([F:29])[F:28])[CH:20]=1)=[O:17]. (3) Given the product [CH3:23][CH2:24][CH2:26][CH2:27][CH2:7][CH2:8][CH2:9][CH2:10][C:12]([OH:14])=[O:13], predict the reactants needed to synthesize it. The reactants are: N(SC[C@@H](C(NCC(O)=O)=O)N[C:7](=O)[CH2:8][CH2:9][C@@H:10]([C:12]([OH:14])=[O:13])N)=O.[CH3:23][CH:24]([C:26](C1C=CC(OC)=C(OC)C=1)(C#N)[CH2:27]CCN(CCC1C=CC(OC)=C(OC)C=1)C)C.CC[C@@H]1NC(=O)[C@H]([C@H](O)[C@@H](C/C=C/C)C)N(C)C(=O)[C@H](C(C)C)N(C)C(=O)[C@H](CC(C)C)N(C)C(=O)[C@H](CC(C)C)N(C)C(=O)[C@@H](C)NC(=O)[C@H](C)NC(=O)[C@H](CC(C)C)N(C)C(=O)[C@H](C(C)C)NC(=O)[C@H](CC(C)C)N(C)C(=O)CN(C)C1=O.C=CCNC1N=C(NCC=C)N=C(N2CCC(NCC(C3C=CC(F)=CC=3)C3C=CC(F)=CC=3)CC2)N=1.CN(C(CCSC(SCCC(O)=O)C1C=CC=C(/C=C/C2C=CC3C=CC(Cl)=CC=3N=2)C=1)=O)C.N[C@@H](CCC(N[C@H](C(NCC(O)=O)=O)CS)=O)C(O)=O.NCC(C([O-])=O)=O. (4) Given the product [CH2:7]([O:8][C:9]1[CH:10]=[CH:11][C:12]([O:15][C:16]2[CH:17]=[C:18]([CH:33]=[CH:34][CH:35]=2)[CH:19]=[C:20]2[CH2:25][CH2:24][N:23]([C:26]([O:28][C:29]([CH3:31])([CH3:32])[CH3:30])=[O:27])[CH2:22][CH2:21]2)=[N:13][CH:14]=1)[CH2:6][CH2:5][C:4]#[CH:3], predict the reactants needed to synthesize it. The reactants are: C[Si](C)(C)[C:3]#[C:4][CH2:5][CH2:6][CH2:7][O:8][C:9]1[CH:10]=[CH:11][C:12]([O:15][C:16]2[CH:17]=[C:18]([CH:33]=[CH:34][CH:35]=2)[CH:19]=[C:20]2[CH2:25][CH2:24][N:23]([C:26]([O:28][C:29]([CH3:32])([CH3:31])[CH3:30])=[O:27])[CH2:22][CH2:21]2)=[N:13][CH:14]=1.CCCC[N+](CCCC)(CCCC)CCCC.[F-]. (5) Given the product [CH:1]1([N:4]2[C:8](=[O:9])[N:7]([CH2:10][C:11]([OH:13])=[O:12])[N:6]=[C:5]2[C:16]2[CH:21]=[CH:20][CH:19]=[CH:18][C:17]=2[O:22][CH3:23])[CH2:3][CH2:2]1, predict the reactants needed to synthesize it. The reactants are: [CH:1]1([N:4]2[C:8](=[O:9])[N:7]([CH2:10][C:11]([O:13]CC)=[O:12])[N:6]=[C:5]2[C:16]2[CH:21]=[CH:20][CH:19]=[CH:18][C:17]=2[O:22][CH3:23])[CH2:3][CH2:2]1.[OH-].[K+]. (6) Given the product [OH:23][N:24]1[C:29](=[O:30])[C:28]2[S:31][C:32]([C:34]3[CH:39]=[CH:38][CH:37]=[CH:36][CH:35]=3)=[CH:33][C:27]=2[NH:26][C:25]1=[O:40], predict the reactants needed to synthesize it. The reactants are: C(OC(C1SC(C2C=CC=CC=2)=CC=1N)=O)C.COC1C=C(OC)C=CC=1C[O:23][N:24]1[C:29](=[O:30])[C:28]2[S:31][C:32]([C:34]3[CH:39]=[CH:38][CH:37]=[CH:36][CH:35]=3)=[CH:33][C:27]=2[NH:26][C:25]1=[O:40]. (7) Given the product [Br:1][C:2]1[CH:3]=[C:4]([CH:9]([Br:31])[CH3:10])[CH:5]=[CH:6][C:7]=1[F:8], predict the reactants needed to synthesize it. The reactants are: [Br:1][C:2]1[CH:3]=[C:4]([CH:9](O)[CH3:10])[CH:5]=[CH:6][C:7]=1[F:8].C1(P(C2C=CC=CC=2)C2C=CC=CC=2)C=CC=CC=1.[Br:31]Br. (8) Given the product [ClH:42].[NH2:32][CH2:31][CH2:30][CH2:29][C:28]([N:23]1[CH2:22][CH2:21][C:20]2[C:25](=[CH:26][CH:27]=[C:18]([C:15]3[N:14]=[C:13]([C:5]4[CH:6]=[CH:7][C:8]([O:9][CH:10]([CH3:12])[CH3:11])=[C:3]([CH:4]=4)[C:1]#[N:2])[O:17][N:16]=3)[C:19]=2[CH3:41])[CH2:24]1)=[O:40], predict the reactants needed to synthesize it. The reactants are: [C:1]([C:3]1[CH:4]=[C:5]([C:13]2[O:17][N:16]=[C:15]([C:18]3[C:19]([CH3:41])=[C:20]4[C:25](=[CH:26][CH:27]=3)[CH2:24][N:23]([C:28](=[O:40])[CH2:29][CH2:30][CH2:31][NH:32]C(=O)OC(C)(C)C)[CH2:22][CH2:21]4)[N:14]=2)[CH:6]=[CH:7][C:8]=1[O:9][CH:10]([CH3:12])[CH3:11])#[N:2].[ClH:42].CCOCC.